Dataset: Peptide-MHC class II binding affinity with 134,281 pairs from IEDB. Task: Regression. Given a peptide amino acid sequence and an MHC pseudo amino acid sequence, predict their binding affinity value. This is MHC class II binding data. (1) The peptide sequence is QGASGVVRVWDVKDS. The MHC is DRB1_0101 with pseudo-sequence DRB1_0101. The binding affinity (normalized) is 0.231. (2) The peptide sequence is RCKFTDVQAWIRGCRL. The MHC is H-2-IAk with pseudo-sequence H-2-IAk. The binding affinity (normalized) is 0.362.